This data is from Full USPTO retrosynthesis dataset with 1.9M reactions from patents (1976-2016). The task is: Predict the reactants needed to synthesize the given product. (1) Given the product [Cl:1][C:2]1[C:7](=[O:8])[N:6]([C:9]2[CH:10]=[C:11]([CH:19]=[CH:20][C:21]=2[CH3:22])[C:12]([NH:14][C@H:15]([CH3:35])[CH2:16][OH:17])=[O:13])[CH:5]=[N:4][C:3]=1[O:23][CH2:24][C:25]1[CH:30]=[CH:29][C:28]([F:31])=[CH:27][C:26]=1[F:32], predict the reactants needed to synthesize it. The reactants are: [Cl:1][C:2]1[C:7](=[O:8])[N:6]([C:9]2[CH:10]=[C:11]([CH:19]=[CH:20][C:21]=2[CH3:22])[C:12]([NH:14][CH2:15][C:16](N)=[O:17])=[O:13])[CH:5]=[N:4][C:3]=1[O:23][CH2:24][C:25]1[CH:30]=[CH:29][C:28]([F:31])=[CH:27][C:26]=1[F:32].Cl.N[CH2:35]C(N)=O. (2) The reactants are: [CH2:1]([C:8]1[CH:9]=[N:10][C:11]2[C:16]([C:17]=1[C:18]1[CH:19]=[C:20]([NH2:24])[CH:21]=[CH:22][CH:23]=1)=[CH:15][CH:14]=[CH:13][C:12]=2[C:25]([F:28])([F:27])[F:26])[C:2]1[CH:7]=[CH:6][CH:5]=[CH:4][CH:3]=1.[CH2:29]([O:31][C:32]1[C:33]([OH:40])=[CH:34][CH:35]=[C:36]([CH:39]=1)[CH:37]=O)[CH3:30].[BH-](OC(C)=O)(OC(C)=O)OC(C)=O.[Na+].C(O)(=O)C. Given the product [CH2:1]([C:8]1[CH:9]=[N:10][C:11]2[C:16]([C:17]=1[C:18]1[CH:19]=[C:20]([NH:24][CH2:37][C:36]3[CH:35]=[CH:34][C:33]([OH:40])=[C:32]([O:31][CH2:29][CH3:30])[CH:39]=3)[CH:21]=[CH:22][CH:23]=1)=[CH:15][CH:14]=[CH:13][C:12]=2[C:25]([F:28])([F:26])[F:27])[C:2]1[CH:3]=[CH:4][CH:5]=[CH:6][CH:7]=1, predict the reactants needed to synthesize it.